This data is from Peptide-MHC class II binding affinity with 134,281 pairs from IEDB. The task is: Regression. Given a peptide amino acid sequence and an MHC pseudo amino acid sequence, predict their binding affinity value. This is MHC class II binding data. (1) The peptide sequence is QYDVIIQHPADMSWC. The MHC is DRB1_0101 with pseudo-sequence DRB1_0101. The binding affinity (normalized) is 0.905. (2) The binding affinity (normalized) is 0.306. The MHC is DRB1_1602 with pseudo-sequence DRB1_1602. The peptide sequence is ITAMSEVQKVSQPAT. (3) The peptide sequence is GELQIRDKIDAAFKI. The MHC is DRB1_0101 with pseudo-sequence DRB1_0101. The binding affinity (normalized) is 0.578. (4) The peptide sequence is LDGNLLSSNDLAKYK. The MHC is HLA-DQA10104-DQB10503 with pseudo-sequence HLA-DQA10104-DQB10503. The binding affinity (normalized) is 0.343. (5) The peptide sequence is YDKFLANVSTVLTYK. The MHC is DRB1_0802 with pseudo-sequence DRB1_0802. The binding affinity (normalized) is 0.857. (6) The peptide sequence is DSKHQLDMIITAVNS. The MHC is DRB1_0701 with pseudo-sequence DRB1_0701. The binding affinity (normalized) is 0.180. (7) The peptide sequence is DRWLDLRYVGPASAD. The MHC is DRB1_1101 with pseudo-sequence DRB1_1101. The binding affinity (normalized) is 0.309. (8) The peptide sequence is KASTGGAYESYKFIPALEAA. The MHC is DRB4_0101 with pseudo-sequence DRB4_0103. The binding affinity (normalized) is 0.244. (9) The peptide sequence is ASQDVKNWMTETLLV. The MHC is DRB3_0101 with pseudo-sequence DRB3_0101. The binding affinity (normalized) is 0.340. (10) The MHC is HLA-DQA10104-DQB10503 with pseudo-sequence HLA-DQA10104-DQB10503. The binding affinity (normalized) is 0.173. The peptide sequence is KEIYNYMEPYVSKNP.